Dataset: hERG Central: cardiac toxicity at 1µM, 10µM, and general inhibition. Task: Predict hERG channel inhibition at various concentrations. (1) The compound is O=C(CCC1CCCN(Cc2cccc3c2OCO3)C1)NCc1ccc(F)c(F)c1. Results: hERG_inhib (hERG inhibition (general)): blocker. (2) The drug is CSc1ccc(S(=O)(=O)NCC(=O)OCC(=O)NCc2ccco2)cc1[N+](=O)[O-]. Results: hERG_inhib (hERG inhibition (general)): blocker.